From a dataset of Forward reaction prediction with 1.9M reactions from USPTO patents (1976-2016). Predict the product of the given reaction. (1) Given the reactants [NH2:1][C:2]1[S:3][CH2:4][C@@:5]2([N:22]=1)[C:18]1[CH:17]=[C:16](O)[CH:15]=[C:14]([F:20])[C:13]=1[O:12][C:11]1[C:6]2=[CH:7][C:8](Br)=[CH:9][CH:10]=1.[F:23][C:24]1[C:29](B(O)O)=[CH:28][CH:27]=[CH:26][N:25]=1.C([Sn](CCCC)(CCCC)[C:38]1[N:43]=[CH:42][CH:41]=[CH:40][N:39]=1)CCC, predict the reaction product. The product is: [F:20][C:14]1[C:13]2[O:12][C:11]3[C:6](=[CH:7][C:8]([C:29]4[C:24]([F:23])=[N:25][CH:26]=[CH:27][CH:28]=4)=[CH:9][CH:10]=3)[C@@:5]3([CH2:4][S:3][C:2]([NH2:1])=[N:22]3)[C:18]=2[CH:17]=[C:16]([C:38]2[N:43]=[CH:42][CH:41]=[CH:40][N:39]=2)[CH:15]=1. (2) Given the reactants [CH3:1][S:2][C:3]1[CH:4]=[C:5]2[C:9](=[CH:10][CH:11]=1)[N:8]([S:12]([C:15]1[CH:20]=[CH:19][CH:18]=[CH:17][CH:16]=1)(=[O:14])=[O:13])[CH:7]=[CH:6]2.CN(C)P(=O)(N(C)C)N(C)C.[O:32]1[CH2:37][CH2:36][C:35](=[O:38])[CH2:34][CH2:33]1.[Cl-].[NH4+], predict the reaction product. The product is: [OH:38][C:35]1([C:7]2[N:8]([S:12]([C:15]3[CH:16]=[CH:17][CH:18]=[CH:19][CH:20]=3)(=[O:13])=[O:14])[C:9]3[C:5]([CH:6]=2)=[CH:4][C:3]([S:2][CH3:1])=[CH:11][CH:10]=3)[CH2:36][CH2:37][O:32][CH2:33][CH2:34]1.